Dataset: Catalyst prediction with 721,799 reactions and 888 catalyst types from USPTO. Task: Predict which catalyst facilitates the given reaction. (1) Reactant: [NH2:1][CH2:2][C:3]1[N:8]2[N:9]=[C:10]([C:14]3[CH:19]=[CH:18][C:17]([O:20][C:21]4[CH:26]=[CH:25][CH:24]=[CH:23][CH:22]=4)=[CH:16][CH:15]=3)[C:11]([C:12]#[N:13])=[C:7]2[N:6]=[CH:5][CH:4]=1.[BH4-].[Na+]. Product: [NH2:1][CH2:2][CH:3]1[N:8]2[N:9]=[C:10]([C:14]3[CH:19]=[CH:18][C:17]([O:20][C:21]4[CH:26]=[CH:25][CH:24]=[CH:23][CH:22]=4)=[CH:16][CH:15]=3)[C:11]([C:12]#[N:13])=[C:7]2[NH:6][CH2:5][CH2:4]1. The catalyst class is: 14. (2) Reactant: [Br:1][C:2]1[CH:9]=[C:8]([N:10]2[C:18]3[CH2:17][CH2:16][CH2:15][C:14](=[O:19])[C:13]=3[C:12]([C:20]([F:23])([F:22])[F:21])=[N:11]2)[CH:7]=[CH:6][C:3]=1[C:4]#[N:5].[Br-:24].[Li+]. Product: [Br:1][C:2]1[CH:9]=[C:8]([N:10]2[C:18]3[CH2:17][CH2:16][CH:15]([Br:24])[C:14](=[O:19])[C:13]=3[C:12]([C:20]([F:21])([F:23])[F:22])=[N:11]2)[CH:7]=[CH:6][C:3]=1[C:4]#[N:5]. The catalyst class is: 10. (3) Reactant: [OH:1][CH2:2][CH2:3][O:4][CH2:5][CH2:6][O:7][CH2:8][CH2:9][O:10][C:11]1[N:16]=[CH:15][C:14](/[CH:17]=[CH:18]/[C:19]2[CH:24]=[CH:23][C:22]([N:25]([CH3:33])[C:26](=[O:32])[O:27][C:28]([CH3:31])([CH3:30])[CH3:29])=[CH:21][CH:20]=2)=[CH:13][CH:12]=1.[C:34]1(C)[C:35]([S:40](Cl)(=[O:42])=[O:41])=[CH:36][CH:37]=[CH:38][CH:39]=1.[CH2:45](N(CC)CC)C.O. Product: [CH3:45][C:38]1[CH:39]=[CH:34][C:35]([S:40]([O:1][CH2:2][CH2:3][O:4][CH2:5][CH2:6][O:7][CH2:8][CH2:9][O:10][C:11]2[CH:12]=[CH:13][C:14](/[CH:17]=[CH:18]/[C:19]3[CH:20]=[CH:21][C:22]([N:25]([C:26]([O:27][C:28]([CH3:29])([CH3:30])[CH3:31])=[O:32])[CH3:33])=[CH:23][CH:24]=3)=[CH:15][N:16]=2)(=[O:41])=[O:42])=[CH:36][CH:37]=1. The catalyst class is: 64. (4) Reactant: Cl[C:2]([O:4][C:5]1[CH:10]=[CH:9][C:8]([Cl:11])=[CH:7][CH:6]=1)=[O:3].[CH3:12][O:13][C:14](=[O:31])[C:15]1[CH:20]=[C:19]([N:21]([C:23](=[O:25])[CH3:24])[CH3:22])[C:18]([C:26]([F:29])([F:28])[F:27])=[CH:17][C:16]=1[NH2:30]. Product: [CH3:12][O:13][C:14](=[O:31])[C:15]1[CH:20]=[C:19]([N:21]([C:23](=[O:25])[CH3:24])[CH3:22])[C:18]([C:26]([F:27])([F:29])[F:28])=[CH:17][C:16]=1[NH:30][C:2]([O:4][C:5]1[CH:10]=[CH:9][C:8]([Cl:11])=[CH:7][CH:6]=1)=[O:3]. The catalyst class is: 12. (5) Reactant: [NH2:1][C:2]1[CH:31]=[CH:30][C:5]([CH2:6][C:7]2[NH:15][C:14]3[C:13](=[O:16])[N:12]([CH2:17][C:18]4[CH:23]=[CH:22][CH:21]=[CH:20][C:19]=4[F:24])[C:11](=[O:25])[N:10]([CH2:26][CH2:27][CH2:28][CH3:29])[C:9]=3[N:8]=2)=[CH:4][CH:3]=1.[CH3:32][O:33][C:34]1[CH:35]=[C:36]([CH:40]=[CH:41][C:42]=1[O:43][CH3:44])[C:37](Cl)=[O:38]. Product: [CH2:26]([N:10]1[C:9]2[N:8]=[C:7]([CH2:6][C:5]3[CH:4]=[CH:3][C:2]([NH:1][C:37](=[O:38])[C:36]4[CH:40]=[CH:41][C:42]([O:43][CH3:44])=[C:34]([O:33][CH3:32])[CH:35]=4)=[CH:31][CH:30]=3)[NH:15][C:14]=2[C:13](=[O:16])[N:12]([CH2:17][C:18]2[CH:23]=[CH:22][CH:21]=[CH:20][C:19]=2[F:24])[C:11]1=[O:25])[CH2:27][CH2:28][CH3:29]. The catalyst class is: 17. (6) Reactant: F[C:2]1[CH:7]=[CH:6][C:5]([C:8]([N:10]2[CH2:15][CH2:14][C:13]3([O:20][C:19]4[CH:21]=[CH:22][CH:23]=[CH:24][C:18]=4[N:17]4[CH:25]=[CH:26][CH:27]=[C:16]34)[CH2:12][CH2:11]2)=[O:9])=[CH:4][C:3]=1[C:28]([F:31])([F:30])[F:29].[CH2:32]([OH:35])[CH2:33][CH3:34].[H-].[Na+]. Product: [CH2:32]([O:35][C:2]1[CH:7]=[CH:6][C:5]([C:8]([N:10]2[CH2:15][CH2:14][C:13]3([O:20][C:19]4[CH:21]=[CH:22][CH:23]=[CH:24][C:18]=4[N:17]4[CH:25]=[CH:26][CH:27]=[C:16]34)[CH2:12][CH2:11]2)=[O:9])=[CH:4][C:3]=1[C:28]([F:30])([F:29])[F:31])[CH2:33][CH3:34]. The catalyst class is: 10. (7) Reactant: [ClH:1].[C:2]1([CH3:10])[CH:7]=[CH:6][C:5]([NH:8][NH2:9])=[CH:4][CH:3]=1.[C:11]([CH2:17][C:18]#[N:19])(=O)[C:12]([CH3:15])([CH3:14])[CH3:13]. Product: [ClH:1].[C:12]([C:11]1[CH:17]=[C:18]([NH2:19])[N:8]([C:5]2[CH:6]=[CH:7][C:2]([CH3:10])=[CH:3][CH:4]=2)[N:9]=1)([CH3:15])([CH3:14])[CH3:13]. The catalyst class is: 5. (8) Reactant: CC1C=CC(S(O[CH2:12][C@H:13]([C@H:15]2[O:24][C@@H:18]3[O:19][C:20]([CH3:23])([CH3:22])[O:21][C@@H:17]3[CH2:16]2)[OH:14])(=O)=O)=CC=1.C[Si]([N-][Si](C)(C)C)(C)C.[K+].[NH4+].[Cl-]. Product: [CH3:22][C:20]1([CH3:23])[O:19][C@H:18]2[O:24][C@H:15]([C@H:13]3[CH2:12][O:14]3)[CH2:16][C@H:17]2[O:21]1. The catalyst class is: 1.